The task is: Predict which catalyst facilitates the given reaction.. This data is from Catalyst prediction with 721,799 reactions and 888 catalyst types from USPTO. (1) Product: [ClH:40].[ClH:40].[NH2:7][CH2:8][CH2:9][N:10]1[C:18]2[C:17]([NH:19][C:20]3[CH:25]=[CH:24][C:23]([O:26][C:27]4[CH:32]=[CH:31][CH:30]=[C:29](/[CH:33]=[CH:34]/[CH:35]5[CH2:36][CH2:37]5)[CH:28]=4)=[C:22]([CH3:38])[CH:21]=3)=[N:16][CH:15]=[N:14][C:13]=2[CH:12]=[CH:11]1. The catalyst class is: 8. Reactant: C(OC(=O)[NH:7][CH2:8][CH2:9][N:10]1[C:18]2[C:17]([NH:19][C:20]3[CH:25]=[CH:24][C:23]([O:26][C:27]4[CH:32]=[CH:31][CH:30]=[C:29](/[CH:33]=[CH:34]/[CH:35]5[CH2:37][CH2:36]5)[CH:28]=4)=[C:22]([CH3:38])[CH:21]=3)=[N:16][CH:15]=[N:14][C:13]=2[CH:12]=[CH:11]1)(C)(C)C.[ClH:40]. (2) Reactant: CC(C)([O-])C.[K+].C([NH:10][OH:11])(=O)C.[F:12][CH:13]([F:24])[O:14][C:15]1[CH:22]=[CH:21][CH:20]=[C:19](F)[C:16]=1[C:17]#[N:18]. Product: [NH2:18][C:17]1[C:16]2[C:15]([O:14][CH:13]([F:24])[F:12])=[CH:22][CH:21]=[CH:20][C:19]=2[O:11][N:10]=1. The catalyst class is: 9. (3) Reactant: CN(C)[CH:3]=[CH:4][C:5]([C:7]1[S:11][C:10]([N:12]=CN(C)C)=[N:9][C:8]=1[CH3:17])=O.[CH3:19][O:20][C:21]1[CH:22]=[C:23]([NH:31][C:32]([NH2:34])=[NH:33])[CH:24]=[C:25]([O:29][CH3:30])[C:26]=1[O:27][CH3:28]. Product: [NH2:12][C:10]1[S:11][C:7]([C:5]2[CH:4]=[CH:3][N:34]=[C:32]([NH:31][C:23]3[CH:24]=[C:25]([O:29][CH3:30])[C:26]([O:27][CH3:28])=[C:21]([O:20][CH3:19])[CH:22]=3)[N:33]=2)=[C:8]([CH3:17])[N:9]=1. The catalyst class is: 23.